The task is: Predict the reactants needed to synthesize the given product.. This data is from Full USPTO retrosynthesis dataset with 1.9M reactions from patents (1976-2016). (1) Given the product [CH3:60][O:59][C:57](=[O:58])[CH:56]([C:61]1[CH:62]=[CH:63][C:64]([C:67]2[CH:68]=[CH:69][CH:70]=[CH:71][CH:72]=2)=[CH:65][CH:66]=1)[CH:55]([NH:73][C:3](=[O:4])[CH2:2][NH:1][C:6]([O:8][CH2:9][CH:10]1[C:11]2[CH:12]=[CH:13][CH:14]=[CH:15][C:16]=2[C:17]2[C:22]1=[CH:21][CH:20]=[CH:19][CH:18]=2)=[O:7])[C:54]([O:53][CH3:52])=[O:74], predict the reactants needed to synthesize it. The reactants are: [NH:1]([C:6]([O:8][CH2:9][CH:10]1[C:22]2[C:17](=[CH:18][CH:19]=[CH:20][CH:21]=2)[C:16]2[C:11]1=[CH:12][CH:13]=[CH:14][CH:15]=2)=[O:7])[CH2:2][C:3](O)=[O:4].CN(C)CCCN=C=NCC.ON1C2C=CC=CC=2N=N1.C(N(CC)CC)C.Cl.[CH3:52][O:53][C:54](=[O:74])[CH:55]([NH2:73])[CH:56]([C:61]1[CH:66]=[CH:65][C:64]([C:67]2[CH:72]=[CH:71][CH:70]=[CH:69][CH:68]=2)=[CH:63][CH:62]=1)[C:57]([O:59][CH3:60])=[O:58]. (2) Given the product [F:1][C:2]1[CH:7]=[C:6]([F:8])[CH:5]=[CH:4][C:3]=1[C:9]1[N:10]=[C:11]2[CH2:30][CH2:29][CH2:28][N:12]2[C:13]=1[C:14]1[CH:15]=[CH:16][C:17]2[N:18]([C:20]([C:23](=[O:25])[CH3:31])=[N:21][N:22]=2)[N:19]=1, predict the reactants needed to synthesize it. The reactants are: [F:1][C:2]1[CH:7]=[C:6]([F:8])[CH:5]=[CH:4][C:3]=1[C:9]1[N:10]=[C:11]2[CH2:30][CH2:29][CH2:28][N:12]2[C:13]=1[C:14]1[CH:15]=[CH:16][C:17]2[N:18]([C:20]([C:23]([O:25]CC)=O)=[N:21][N:22]=2)[N:19]=1.[CH2:31]1COCC1.C[Mg]Cl. (3) Given the product [NH2:38][C:36]1[N:35]=[C:34]2[NH:39][N:40]=[CH:41][C:33]2=[C:32]([NH:1][CH:2]2[CH2:11][C:10]3[C:5](=[CH:6][CH:7]=[CH:8][CH:9]=3)[N:4]([S:12]([C:15]3[CH:20]=[CH:19][C:18]([NH:21][C:22]([NH:24][C:25]4[CH:30]=[CH:29][CH:28]=[CH:27][CH:26]=4)=[O:23])=[CH:17][CH:16]=3)(=[O:13])=[O:14])[CH2:3]2)[N:37]=1, predict the reactants needed to synthesize it. The reactants are: [NH2:1][CH:2]1[CH2:11][C:10]2[C:5](=[CH:6][CH:7]=[CH:8][CH:9]=2)[N:4]([S:12]([C:15]2[CH:20]=[CH:19][C:18]([NH:21][C:22]([NH:24][C:25]3[CH:30]=[CH:29][CH:28]=[CH:27][CH:26]=3)=[O:23])=[CH:17][CH:16]=2)(=[O:14])=[O:13])[CH2:3]1.Cl[C:32]1[N:37]=[C:36]([NH2:38])[N:35]=[C:34]2[NH:39][N:40]=[CH:41][C:33]=12.C(N(C(C)C)CC)(C)C.O. (4) Given the product [Cl:31][C:22]1[CH:21]=[N:20][C:19]2[NH:18][C:4]3[C:5](=[O:17])[N:6]([CH2:8][C:9]4[CH:14]=[CH:13][C:12]([O:15][CH3:16])=[CH:11][CH:10]=4)[CH:7]=[C:26]([Si:27]([CH3:30])([CH3:29])[CH3:28])[C:25]=3[C:24]=2[CH:23]=1, predict the reactants needed to synthesize it. The reactants are: ClC1N=[C:4]([NH:18][C:19]2[C:24]([C:25]#[C:26][Si:27]([CH3:30])([CH3:29])[CH3:28])=[CH:23][C:22]([Cl:31])=[CH:21][N:20]=2)[C:5](=[O:17])[N:6]([CH2:8][C:9]2[CH:14]=[CH:13][C:12]([O:15][CH3:16])=[CH:11][CH:10]=2)[CH:7]=1.CCN(C(C)C)C(C)C. (5) The reactants are: S(Cl)(Cl)=O.[Cl:5][C:6]1[CH:11]=[CH:10][C:9]([C:12]2[CH:13]=[CH:14][C:15]([C:18]#[C:19][C:20]3[CH:21]=[C:22]4[C:27](=[CH:28][CH:29]=3)[CH:26]=[C:25]([CH2:30]O)[CH:24]=[CH:23]4)=[N:16][CH:17]=2)=[CH:8][CH:7]=1.C([O-])(O)=O.[Na+].[NH:37]1[CH2:41][CH2:40][CH2:39][CH2:38]1. Given the product [Cl:5][C:6]1[CH:11]=[CH:10][C:9]([C:12]2[CH:13]=[CH:14][C:15]([C:18]#[C:19][C:20]3[CH:29]=[CH:28][C:27]4[C:22](=[CH:23][CH:24]=[C:25]([CH2:30][N:37]5[CH2:41][CH2:40][CH2:39][CH2:38]5)[CH:26]=4)[CH:21]=3)=[N:16][CH:17]=2)=[CH:8][CH:7]=1, predict the reactants needed to synthesize it. (6) Given the product [NH2:1][C:2](=[O:36])[CH2:3][CH2:4][C@H:5]([NH:13][C:14]([C:16]1[C:17](=[O:35])[N:18]([CH:22]([C:29]2[CH:34]=[CH:33][CH:32]=[CH:31][CH:30]=2)[C:23]2[CH:28]=[CH:27][CH:26]=[CH:25][CH:24]=2)[CH:19]=[CH:20][CH:21]=1)=[O:15])[C:6]([OH:8])=[O:7], predict the reactants needed to synthesize it. The reactants are: [NH2:1][C:2](=[O:36])[CH2:3][CH2:4][C@H:5]([NH:13][C:14]([C:16]1[C:17](=[O:35])[N:18]([CH:22]([C:29]2[CH:34]=[CH:33][CH:32]=[CH:31][CH:30]=2)[C:23]2[CH:28]=[CH:27][CH:26]=[CH:25][CH:24]=2)[CH:19]=[CH:20][CH:21]=1)=[O:15])[C:6]([O:8]C(C)(C)C)=[O:7]. (7) Given the product [N:73]([CH:41]([C:43]1[CH:44]=[CH:45][C:46]([C:49]2[CH:54]=[CH:53][C:52]([F:55])=[CH:51][N:50]=2)=[CH:47][CH:48]=1)[CH2:40][C:18]1[N:19]([C:21]([C:28]2[CH:33]=[CH:32][CH:31]=[CH:30][CH:29]=2)([C:34]2[CH:35]=[CH:36][CH:37]=[CH:38][CH:39]=2)[C:22]2[CH:27]=[CH:26][CH:25]=[CH:24][CH:23]=2)[CH:20]=[C:16]([CH2:15][C:14]([CH3:13])([CH3:58])[CH2:56][CH3:57])[N:17]=1)=[N+:74]=[N-:75], predict the reactants needed to synthesize it. The reactants are: CCOC(/N=N/C(OCC)=O)=O.[CH3:13][C:14]([CH3:58])([CH2:56][CH3:57])[CH2:15][C:16]1[N:17]=[C:18]([CH2:40][CH:41]([C:43]2[CH:48]=[CH:47][C:46]([C:49]3[CH:54]=[CH:53][C:52]([F:55])=[CH:51][N:50]=3)=[CH:45][CH:44]=2)O)[N:19]([C:21]([C:34]2[CH:39]=[CH:38][CH:37]=[CH:36][CH:35]=2)([C:28]2[CH:33]=[CH:32][CH:31]=[CH:30][CH:29]=2)[C:22]2[CH:27]=[CH:26][CH:25]=[CH:24][CH:23]=2)[CH:20]=1.C1(P([N:73]=[N+:74]=[N-:75])(C2C=CC=CC=2)=O)C=CC=CC=1.C1(P(C2C=CC=CC=2)C2C=CC=CC=2)C=CC=CC=1. (8) Given the product [CH3:1][C:2]1[N:6]([CH2:24][C:25]2[N:26]=[C:27]([C:31]3[CH:36]=[CH:35][CH:34]=[CH:33][CH:32]=3)[O:28][C:29]=2[CH3:30])[C:5]2[CH:7]=[C:8]([C:12]3[CH:13]=[C:14]([CH:20]=[CH:21][CH:22]=3)[C:15]([O:17][CH2:18][CH3:19])=[O:16])[CH:9]=[C:10]([CH3:11])[C:4]=2[N:3]=1, predict the reactants needed to synthesize it. The reactants are: [CH3:1][C:2]1[NH:6][C:5]2[CH:7]=[C:8]([C:12]3[CH:13]=[C:14]([CH:20]=[CH:21][CH:22]=3)[C:15]([O:17][CH2:18][CH3:19])=[O:16])[CH:9]=[C:10]([CH3:11])[C:4]=2[N:3]=1.Cl[CH2:24][C:25]1[N:26]=[C:27]([C:31]2[CH:36]=[CH:35][CH:34]=[CH:33][CH:32]=2)[O:28][C:29]=1[CH3:30]. (9) Given the product [C:90]([O:46][N:45]=[C:44]([C:39]1[CH:38]=[CH:37][C:36]2[N:35]([CH2:54][CH3:55])[C:34]3[C:42]([C:41]=2[CH:40]=1)=[CH:43][C:31]([C:29](=[O:30])[C:21]1[C:22]([O:26][CH2:27][CH3:28])=[CH:23][CH:24]=[CH:25][C:20]=1[O:19][CH2:18][CH2:17][O:16][CH2:15][CH2:14][O:13][CH2:12][CH2:11][O:10][C:6]1[CH:7]=[CH:8][CH:9]=[C:4]([O:3][CH2:1][CH3:2])[C:5]=1[C:56]([C:58]1[CH:59]=[CH:60][C:61]2[N:62]([CH2:81][CH3:82])[C:63]4[C:68]([C:69]=2[CH:70]=1)=[CH:67][C:66]([C:71]([C:74]1[CH:79]=[CH:78][CH:77]=[CH:76][C:75]=1[CH3:80])=[N:72][O:73][C:96](=[O:97])[CH3:95])=[CH:65][CH:64]=4)=[O:57])=[CH:32][CH:33]=3)[C:47]1[CH:52]=[CH:51][CH:50]=[CH:49][C:48]=1[CH3:53])(=[O:92])[CH3:91], predict the reactants needed to synthesize it. The reactants are: [CH2:1]([O:3][C:4]1[CH:9]=[CH:8][CH:7]=[C:6]([O:10][CH2:11][CH2:12][O:13][CH2:14][CH2:15][O:16][CH2:17][CH2:18][O:19][C:20]2[CH:25]=[CH:24][CH:23]=[C:22]([O:26][CH2:27][CH3:28])[C:21]=2[C:29]([C:31]2[CH:32]=[CH:33][C:34]3[N:35]([CH2:54][CH3:55])[C:36]4[C:41]([C:42]=3[CH:43]=2)=[CH:40][C:39]([C:44]([C:47]2[CH:52]=[CH:51][CH:50]=[CH:49][C:48]=2[CH3:53])=[N:45][OH:46])=[CH:38][CH:37]=4)=[O:30])[C:5]=1[C:56]([C:58]1[CH:59]=[CH:60][C:61]2[N:62]([CH2:81][CH3:82])[C:63]3[C:68]([C:69]=2[CH:70]=1)=[CH:67][C:66]([C:71]([C:74]1[CH:79]=[CH:78][CH:77]=[CH:76][C:75]=1[CH3:80])=[N:72][OH:73])=[CH:65][CH:64]=3)=[O:57])[CH3:2].C(N(CC)CC)C.[C:90](Cl)(=[O:92])[CH3:91].C1C[O:97][CH2:96][CH2:95]1. (10) Given the product [CH2:19]([N:26]([CH2:27][CH2:28][C:29]1[N:30]=[CH:31][CH:32]=[CH:33][N:34]=1)[CH2:10][CH2:9][CH:8]([C:12]1[CH:17]=[CH:16][C:15]([F:18])=[CH:14][CH:13]=1)[C:5]1[CH:6]=[CH:7][C:2]([F:1])=[CH:3][CH:4]=1)[C:20]1[CH:21]=[CH:22][CH:23]=[CH:24][CH:25]=1, predict the reactants needed to synthesize it. The reactants are: [F:1][C:2]1[CH:7]=[CH:6][C:5]([CH:8]([C:12]2[CH:17]=[CH:16][C:15]([F:18])=[CH:14][CH:13]=2)[CH2:9][CH:10]=O)=[CH:4][CH:3]=1.[CH2:19]([NH:26][CH2:27][CH2:28][C:29]1[N:34]=[CH:33][CH:32]=[CH:31][N:30]=1)[C:20]1[CH:25]=[CH:24][CH:23]=[CH:22][CH:21]=1.C(O)(=O)C.[BH-](OC(C)=O)(OC(C)=O)OC(C)=O.[Na+].